Dataset: Reaction yield outcomes from USPTO patents with 853,638 reactions. Task: Predict the reaction yield, written as a fraction of the theoretical maximum amount of product (1.0 means a 100% yield; for example, 0.34 means a 34% yield). (1) The reactants are [Cl:1][C:2]1[CH:28]=[CH:27][CH:26]=[C:25]([Cl:29])[C:3]=1[C:4]([NH:6][C:7]1[N:12]=[CH:11][N:10]=[C:9]([NH:13][C:14]2[CH:24]=[CH:23][C:17]([C:18]([O:20]CC)=[O:19])=[CH:16][CH:15]=2)[CH:8]=1)=[O:5].[Li+].[OH-]. The catalyst is C1COCC1. The product is [Cl:1][C:2]1[CH:28]=[CH:27][CH:26]=[C:25]([Cl:29])[C:3]=1[C:4]([NH:6][C:7]1[N:12]=[CH:11][N:10]=[C:9]([NH:13][C:14]2[CH:24]=[CH:23][C:17]([C:18]([OH:20])=[O:19])=[CH:16][CH:15]=2)[CH:8]=1)=[O:5]. The yield is 0.920. (2) The reactants are C(Cl)(=O)C(Cl)=O.[Br:7][C:8]1[CH:9]=[N:10][C:11]([C:14]([OH:16])=O)=[N:12][CH:13]=1.Cl.[NH:18]1[CH2:21][CH2:20][CH2:19]1.C(N(CC)CC)C. The catalyst is C(Cl)Cl.CN(C=O)C. The product is [N:18]1([C:14]([C:11]2[N:12]=[CH:13][C:8]([Br:7])=[CH:9][N:10]=2)=[O:16])[CH2:21][CH2:20][CH2:19]1. The yield is 0.500. (3) The reactants are C(Cl)(=O)C(Cl)=O.[CH3:7][N:8]1[CH2:13][CH2:12][N:11]([C:14]2[CH:22]=[CH:21][C:17]([C:18]([OH:20])=O)=[CH:16][CH:15]=2)[CH2:10][CH2:9]1.CCN(C(C)C)C(C)C.[CH2:32]([C:40]1[CH:41]=[C:42]([NH2:45])[NH:43][N:44]=1)[CH2:33][C:34]1[CH:39]=[CH:38][CH:37]=[CH:36][CH:35]=1. The catalyst is C(Cl)Cl. The product is [CH3:7][N:8]1[CH2:9][CH2:10][N:11]([C:14]2[CH:15]=[CH:16][C:17]([C:18]([NH:45][C:42]3[NH:43][N:44]=[C:40]([CH2:32][CH2:33][C:34]4[CH:39]=[CH:38][CH:37]=[CH:36][CH:35]=4)[CH:41]=3)=[O:20])=[CH:21][CH:22]=2)[CH2:12][CH2:13]1. The yield is 0.0300. (4) The reactants are [CH3:1][O:2][CH:3]([O:9][CH3:10])[CH2:4][O:5][CH2:6][CH2:7][OH:8].C(N(CC)CC)C.[Br:18][C:19]([CH3:24])([CH3:23])[C:20](Br)=[O:21]. The catalyst is ClCCl. The product is [CH3:1][O:2][CH:3]([O:9][CH3:10])[CH2:4][O:5][CH2:6][CH2:7][O:8][C:20](=[O:21])[C:19]([Br:18])([CH3:24])[CH3:23]. The yield is 0.890. (5) The reactants are [CH2:1]([NH2:9])[CH2:2][CH2:3][CH2:4][CH2:5][CH2:6][CH2:7][CH3:8].[C:10]([OH:14])(=[O:13])[CH:11]=[CH2:12]. No catalyst specified. The product is [CH2:1]([N:9]([CH2:12][CH2:11][C:10]([OH:14])=[O:13])[CH2:12][CH2:11][C:10]([OH:14])=[O:13])[CH2:2][CH2:3][CH2:4][CH2:5][CH2:6][CH2:7][CH3:8]. The yield is 0.750. (6) The reactants are [NH2:1][C:2]1[CH:3]=[C:4]2[C:8](=[CH:9][C:10]=1[NH2:11])[N:7]([CH2:12][CH2:13][CH2:14][N:15]1[CH2:20][CH2:19][O:18][CH2:17][CH2:16]1)[C:6](=[O:21])[C:5]2([CH3:23])[CH3:22].[F:24][C:25]([F:35])([F:34])[C:26]1[CH:27]=[C:28]([C:31](O)=O)[NH:29][N:30]=1.O=P12OP3(OP(OP(O3)(O1)=O)(=O)O2)=O. No catalyst specified. The product is [CH3:22][C:5]1([CH3:23])[C:4]2[CH:3]=[C:2]3[NH:1][C:31]([C:28]4[NH:29][N:30]=[C:26]([C:25]([F:35])([F:34])[F:24])[CH:27]=4)=[N:11][C:10]3=[CH:9][C:8]=2[N:7]([CH2:12][CH2:13][CH2:14][N:15]2[CH2:16][CH2:17][O:18][CH2:19][CH2:20]2)[C:6]1=[O:21]. The yield is 0.340. (7) The product is [F:44][C:41]([F:42])([F:43])[C:39]1[CH:38]=[C:5]([CH:4]=[C:3]([C:2]([F:46])([F:45])[F:1])[CH:40]=1)[CH2:6][N:7]([CH2:14][C:15]1[C:16]([CH2:25][CH2:26][NH:27][CH2:28][C@H:29]2[CH2:34][CH2:33][C@H:32]([CH2:35][CH2:36][N:51]3[C:47](=[O:57])[C:48]4[C:49](=[CH:53][CH:54]=[CH:55][CH:56]=4)[C:50]3=[O:52])[CH2:31][CH2:30]2)=[N:17][CH:18]=[C:19]([C:21]([F:22])([F:23])[F:24])[CH:20]=1)[C:8]1[N:9]=[N:10][N:11]([CH3:13])[N:12]=1. The catalyst is C1COCC1. The yield is 0.960. The reactants are [F:1][C:2]([F:46])([F:45])[C:3]1[CH:4]=[C:5]([CH:38]=[C:39]([C:41]([F:44])([F:43])[F:42])[CH:40]=1)[CH2:6][N:7]([CH2:14][C:15]1[C:16]([CH2:25][CH2:26][NH:27][CH2:28][C@H:29]2[CH2:34][CH2:33][C@H:32]([CH2:35][CH2:36]O)[CH2:31][CH2:30]2)=[N:17][CH:18]=[C:19]([C:21]([F:24])([F:23])[F:22])[CH:20]=1)[C:8]1[N:9]=[N:10][N:11]([CH3:13])[N:12]=1.[C:47]1(=[O:57])[NH:51][C:50](=[O:52])[C:49]2=[CH:53][CH:54]=[CH:55][CH:56]=[C:48]12.C1(P(C2C=CC=CC=2)C2C=CC=CC=2)C=CC=CC=1.